Dataset: Full USPTO retrosynthesis dataset with 1.9M reactions from patents (1976-2016). Task: Predict the reactants needed to synthesize the given product. (1) Given the product [Br:1][C:2]1[CH:3]=[CH:4][C:5]([CH:8]2[CH2:13][CH2:12][N:11]([C:14]([O:16][C:17]([CH3:18])([CH3:20])[CH3:19])=[O:15])[CH2:10][CH:9]2[O:21][CH2:23][C:24]2[CH:33]=[CH:32][C:31]3[C:26](=[CH:27][CH:28]=[CH:29][CH:30]=3)[CH:25]=2)=[CH:6][CH:7]=1, predict the reactants needed to synthesize it. The reactants are: [Br:1][C:2]1[CH:7]=[CH:6][C:5]([CH:8]2[CH2:13][CH2:12][N:11]([C:14]([O:16][C:17]([CH3:20])([CH3:19])[CH3:18])=[O:15])[CH2:10][CH:9]2[OH:21])=[CH:4][CH:3]=1.Br[CH2:23][C:24]1[CH:33]=[CH:32][C:31]2[C:26](=[CH:27][CH:28]=[CH:29][CH:30]=2)[CH:25]=1. (2) Given the product [F:18][C:19]1[CH:46]=[CH:45][C:22]([CH2:23][N:24]([CH:39]2[CH2:44][CH2:43][N:42]([CH2:2][CH2:3][CH2:4][N:5]3[CH2:10][CH2:9][CH2:8][CH2:7][C:6]3=[O:11])[CH2:41][CH2:40]2)[C:25](=[O:38])[CH2:26][C:27]2[CH:28]=[CH:29][C:30]([O:33][CH2:34][CH:35]([CH3:37])[CH3:36])=[CH:31][CH:32]=2)=[CH:21][CH:20]=1, predict the reactants needed to synthesize it. The reactants are: Cl[CH2:2][CH2:3][CH2:4][N:5]1[CH2:10][CH2:9][CH2:8][CH2:7][C:6]1=[O:11].C(=O)([O-])[O-].[K+].[K+].[F:18][C:19]1[CH:46]=[CH:45][C:22]([CH2:23][N:24]([CH:39]2[CH2:44][CH2:43][NH:42][CH2:41][CH2:40]2)[C:25](=[O:38])[CH2:26][C:27]2[CH:32]=[CH:31][C:30]([O:33][CH2:34][CH:35]([CH3:37])[CH3:36])=[CH:29][CH:28]=2)=[CH:21][CH:20]=1.[I-].[Na+]. (3) Given the product [CH3:27][N:26]1[C:18]2[CH:17]=[C:16]([C:13]3[CH:14]=[CH:15][C:10]([O:9][CH2:8][CH2:7][CH2:6][NH:33][CH3:32])=[C:11]([C:28]([F:31])([F:29])[F:30])[CH:12]=3)[N:21]=[C:20]([C:22]#[N:23])[C:19]=2[N:24]=[CH:25]1, predict the reactants needed to synthesize it. The reactants are: CS(O[CH2:6][CH2:7][CH2:8][O:9][C:10]1[CH:15]=[CH:14][C:13]([C:16]2[N:21]=[C:20]([C:22]#[N:23])[C:19]3[N:24]=[CH:25][N:26]([CH3:27])[C:18]=3[CH:17]=2)=[CH:12][C:11]=1[C:28]([F:31])([F:30])[F:29])(=O)=O.[CH3:32][NH2:33].C(Cl)Cl.C(Cl)Cl.CO. (4) Given the product [F:29][C:28]([F:30])=[C:17]1[CH:18]2[C@:23]([CH3:24])([CH2:22][CH2:21][C:20](=[O:50])[CH2:19]2)[C@@H:25]2[C@H:15]([C@H:6]3[C@@:4]([CH2:27][CH2:26]2)([CH3:5])[C:3](=[O:12])[CH2:8][CH2:7]3)[CH2:16]1, predict the reactants needed to synthesize it. The reactants are: C1CO[C:8]23OCC[O:12][C:3]2([C@:4]2([CH2:27][CH2:26][C@H:25]4[C@@H:15]([CH2:16][C:17](=[C:28]([F:30])[F:29])[CH:18]5[C@:23]4([CH3:24])[CH2:22][CH2:21][CH2:20][CH2:19]5)[C@@H:6]2[CH2:7]3)[CH3:5])O1.C=C1C2[C@](C)(CCC(=[O:50])C2)[C@@H]2[C@H]([C@H]3[C@@](CC2)(C)C(=O)CC3)C1. (5) Given the product [Br:1][C:2]1[CH:3]=[CH:4][C:5]([CH:8]2[CH2:14][CH:13]3[NH:15][CH:10]([CH2:11][CH2:12]3)[CH:9]2[OH:19])=[CH:6][CH:7]=1, predict the reactants needed to synthesize it. The reactants are: [Br:1][C:2]1[CH:7]=[CH:6][C:5]([CH:8]2[CH2:14][CH:13]3[N:15](C([O-])=O)[CH:10]([CH2:11][CH2:12]3)[CH:9]2[O:19]C(OCC(Cl)(Cl)Cl)=O)=[CH:4][CH:3]=1.ClC(OCC(Cl)(Cl)Cl)=O. (6) Given the product [CH3:1][C:2]1[C:3]([CH3:25])=[CH:4][C:5]2[N:6]([CH:8]=[C:9]([CH2:11][C@@H:12]3[CH2:17][CH2:16][CH2:15][CH2:14][NH:13]3)[N:10]=2)[CH:7]=1, predict the reactants needed to synthesize it. The reactants are: [CH3:1][C:2]1[C:3]([CH3:25])=[CH:4][C:5]2[N:6]([CH:8]=[C:9]([CH2:11][C@@H:12]3[CH2:17][CH2:16][CH2:15][CH2:14][N:13]3C(OC(C)(C)C)=O)[N:10]=2)[CH:7]=1.C(O)(C(F)(F)F)=O.